From a dataset of Forward reaction prediction with 1.9M reactions from USPTO patents (1976-2016). Predict the product of the given reaction. (1) Given the reactants Br[CH:2]([CH3:6])[C:3](=O)[CH3:4].[NH2:7][C:8]1[CH:13]=[CH:12][C:11]([I:14])=[CH:10][N:9]=1.CCO, predict the reaction product. The product is: [I:14][C:11]1[CH:12]=[CH:13][C:8]2[N:9]([C:2]([CH3:6])=[C:3]([CH3:4])[N:7]=2)[CH:10]=1. (2) Given the reactants O[C@@H]1CC[C@H]([N:8]2[C:16](=O)[C:15]3[C:10](=[CH:11][CH:12]=[CH:13]C=3)C2=O)CC1.CC1C=C2C(C=NN2)=CC=1O.[CH3:30][C:31]1[C:39]([OH:40])=[CH:38][CH:37]=[C:36]2[C:32]=1[CH:33]=[N:34][NH:35]2, predict the reaction product. The product is: [NH:8]1[CH:13]=[CH:12][CH:11]=[C:10]([O:40][C:39]2[C:31]([CH3:30])=[C:32]3[C:36](=[CH:37][CH:38]=2)[NH:35][N:34]=[CH:33]3)[CH:15]=[CH:16]1.